Dataset: Catalyst prediction with 721,799 reactions and 888 catalyst types from USPTO. Task: Predict which catalyst facilitates the given reaction. (1) Reactant: [CH3:1][C:2]1[C:11]2[C:6](=[CH:7][CH:8]=[CH:9][CH:10]=2)[N:5]=[C:4]([CH2:12][N:13]2[C:22](=[O:23])[C:21]3[N:20]([CH2:24][C:25]#[C:26][CH3:27])[C:19](Br)=[N:18][C:17]=3[N:16]([CH3:29])[C:14]2=[O:15])[N:3]=1.C([C@H]([C@@H](C(O)=O)O)O)(O)=O.[C:40]1(=[O:56])[N:44]([CH:45]2[CH2:50][CH2:49][CH2:48][NH:47][CH2:46]2)[C:43](=[O:51])[C:42]2=[CH:52][CH:53]=[CH:54][CH:55]=[C:41]12.C(N(C(C)C)CC)(C)C. Product: [CH3:1][C:2]1[C:11]2[C:6](=[CH:7][CH:8]=[CH:9][CH:10]=2)[N:5]=[C:4]([CH2:12][N:13]2[C:22](=[O:23])[C:21]3[N:20]([CH2:24][C:25]#[C:26][CH3:27])[C:19]([N:47]4[CH2:48][CH2:49][CH2:50][C@@H:45]([N:44]5[C:43](=[O:51])[C:42]6=[CH:52][CH:53]=[CH:54][CH:55]=[C:41]6[C:40]5=[O:56])[CH2:46]4)=[N:18][C:17]=3[N:16]([CH3:29])[C:14]2=[O:15])[N:3]=1. The catalyst class is: 60. (2) Reactant: [Cl:1][C:2]1[CH:7]=[CH:6][C:5]([C:8]2([OH:32])[C:13]3([CH2:15][CH2:14]3)[CH2:12][N:11]([C:16](=[O:31])[C@H:17]([NH:21]C(=O)OCC[Si](C)(C)C)[CH:18]([CH3:20])[CH3:19])[CH2:10][CH2:9]2)=[CH:4][CH:3]=1.CCCC[N+](CCCC)(CCCC)CCCC.[F-]. Product: [NH2:21][C@H:17]([CH:18]([CH3:20])[CH3:19])[C:16]([N:11]1[CH2:10][CH2:9][C:8]([C:5]2[CH:4]=[CH:3][C:2]([Cl:1])=[CH:7][CH:6]=2)([OH:32])[C:13]2([CH2:15][CH2:14]2)[CH2:12]1)=[O:31]. The catalyst class is: 1. (3) Reactant: Br[C:2]1[CH:7]=[CH:6][C:5]([C:8]2[N:9]([C:24]3[CH:29]=[CH:28][C:27]([Cl:30])=[CH:26][CH:25]=3)[C:10](=[O:23])[C:11]3[CH:16]=[N:15][N:14]([C:17]4[CH:22]=[CH:21][CH:20]=[CH:19][CH:18]=4)[C:12]=3[N:13]=2)=[CH:4][CH:3]=1.C([Sn](CCCC)(CCCC)[C:36]([O:38]CC)=[CH2:37])CCC. Product: [C:36]([C:2]1[CH:7]=[CH:6][C:5]([C:8]2[N:9]([C:24]3[CH:25]=[CH:26][C:27]([Cl:30])=[CH:28][CH:29]=3)[C:10](=[O:23])[C:11]3[CH:16]=[N:15][N:14]([C:17]4[CH:22]=[CH:21][CH:20]=[CH:19][CH:18]=4)[C:12]=3[N:13]=2)=[CH:4][CH:3]=1)(=[O:38])[CH3:37]. The catalyst class is: 206. (4) Reactant: CN(CCN(C)C)C.[Li][CH:10]([CH2:12]C)[CH3:11].[F:14][C:15]1[CH:16]=[C:17]([CH:21]=[CH:22][C:23]=1[F:24])[C:18]([OH:20])=[O:19].CSC.BrCC=C. Product: [CH2:12]([C:16]1[C:15]([F:14])=[C:23]([F:24])[CH:22]=[CH:21][C:17]=1[C:18]([OH:20])=[O:19])[CH:10]=[CH2:11]. The catalyst class is: 1. (5) Reactant: [C:1]([N:4]1[CH:13]=[CH:12][C:11]2[C:6](=[C:7]([OH:15])[CH:8]=[CH:9][C:10]=2[F:14])[CH:5]1[C:16]([O:18][CH2:19][CH3:20])=[O:17])(=[O:3])[CH3:2].S(OC)(O[CH3:25])(=O)=O.[H-].[Na+]. Product: [C:1]([N:4]1[CH:13]=[CH:12][C:11]2[C:6](=[C:7]([O:15][CH3:25])[CH:8]=[CH:9][C:10]=2[F:14])[CH:5]1[C:16]([O:18][CH2:19][CH3:20])=[O:17])(=[O:3])[CH3:2]. The catalyst class is: 3. (6) Reactant: [CH3:1][S:2][C:3]1[S:4][C:5]2[CH:11]=[C:10]([OH:12])[CH:9]=[CH:8][C:6]=2[N:7]=1.C(=O)([O-])[O-].[Cs+].[Cs+].[Cl:19][C:20]1[CH:25]=[C:24](F)[CH:23]=[CH:22][N:21]=1.C([O-])(O)=O.[Na+]. Product: [Cl:19][C:20]1[CH:25]=[C:24]([O:12][C:10]2[CH:9]=[CH:8][C:6]3[N:7]=[C:3]([S:2][CH3:1])[S:4][C:5]=3[CH:11]=2)[CH:23]=[CH:22][N:21]=1. The catalyst class is: 37. (7) Reactant: [F:1][C:2]1[C:3]([OH:8])=[N:4][CH:5]=[CH:6][CH:7]=1.[Br:9]Br. Product: [Br:9][C:6]1[CH:7]=[C:2]([F:1])[C:3]([OH:8])=[N:4][CH:5]=1. The catalyst class is: 3. (8) Reactant: [CH3:1][N:2]1[C:6]([C:7]2[C:8]3[C:12]([CH:13]=[CH:14][CH:15]=2)=[N:11][N:10]2[C:16]([CH:21]4[CH2:26][CH2:25][N:24](C(OC(C)(C)C)=O)[CH2:23][CH2:22]4)=[CH:17][C:18](=[O:20])[NH:19][C:9]=32)=[CH:5][CH:4]=[N:3]1.[ClH:34]. Product: [ClH:34].[CH3:1][N:2]1[C:6]([C:7]2[C:8]3[C:12]([CH:13]=[CH:14][CH:15]=2)=[N:11][N:10]2[C:16]([CH:21]4[CH2:26][CH2:25][NH:24][CH2:23][CH2:22]4)=[CH:17][C:18](=[O:20])[NH:19][C:9]=32)=[CH:5][CH:4]=[N:3]1. The catalyst class is: 12. (9) Reactant: [NH:1]1[C@@H:10]2[C@@H:5]([CH2:6][CH2:7][CH2:8][CH2:9]2)[NH:4][CH2:3][CH2:2]1.[H-].[Na+].[F:13][C:14]([F:25])([F:24])[CH2:15]OS(C(F)(F)F)(=O)=O. Product: [F:13][C:14]([F:25])([F:24])[CH2:15][N:1]1[CH:10]2[CH:5]([CH2:6][CH2:7][CH2:8][CH2:9]2)[NH:4][CH2:3][CH2:2]1. The catalyst class is: 121. (10) Reactant: [NH:1]1[C:10]2[C:5](=[CH:6][CH:7]=[CH:8][CH:9]=2)[C:4]2([CH2:12][CH2:11]2)[CH2:3][CH2:2]1.C(N(C(C)C)C(C)C)C.[I-].[Na+].Cl[CH2:25][C:26]([NH2:28])=[O:27]. Product: [N:1]1([CH2:25][C:26]([NH2:28])=[O:27])[C:10]2[C:5](=[CH:6][CH:7]=[CH:8][CH:9]=2)[C:4]2([CH2:12][CH2:11]2)[CH2:3][CH2:2]1. The catalyst class is: 9.